Regression. Given two drug SMILES strings and cell line genomic features, predict the synergy score measuring deviation from expected non-interaction effect. From a dataset of NCI-60 drug combinations with 297,098 pairs across 59 cell lines. (1) Drug 1: C1=CN(C(=O)N=C1N)C2C(C(C(O2)CO)O)O.Cl. Drug 2: COC1=C2C(=CC3=C1OC=C3)C=CC(=O)O2. Cell line: MDA-MB-231. Synergy scores: CSS=13.3, Synergy_ZIP=-1.90, Synergy_Bliss=1.47, Synergy_Loewe=-13.9, Synergy_HSA=-1.06. (2) Drug 1: C1CC(=O)NC(=O)C1N2CC3=C(C2=O)C=CC=C3N. Drug 2: C1=CC=C(C(=C1)C(C2=CC=C(C=C2)Cl)C(Cl)Cl)Cl. Cell line: OVCAR-4. Synergy scores: CSS=7.73, Synergy_ZIP=-0.823, Synergy_Bliss=2.88, Synergy_Loewe=3.04, Synergy_HSA=2.96. (3) Drug 1: C1=CC=C(C(=C1)C(C2=CC=C(C=C2)Cl)C(Cl)Cl)Cl. Cell line: OVCAR-4. Synergy scores: CSS=44.5, Synergy_ZIP=-1.70, Synergy_Bliss=1.42, Synergy_Loewe=-43.7, Synergy_HSA=2.45. Drug 2: C1=NC2=C(N1)C(=S)N=CN2. (4) Drug 1: CNC(=O)C1=CC=CC=C1SC2=CC3=C(C=C2)C(=NN3)C=CC4=CC=CC=N4. Drug 2: CNC(=O)C1=NC=CC(=C1)OC2=CC=C(C=C2)NC(=O)NC3=CC(=C(C=C3)Cl)C(F)(F)F. Cell line: MALME-3M. Synergy scores: CSS=12.4, Synergy_ZIP=-4.33, Synergy_Bliss=-0.766, Synergy_Loewe=-4.33, Synergy_HSA=-3.68. (5) Drug 1: C1=NNC2=C1C(=O)NC=N2. Drug 2: CC1CCCC2(C(O2)CC(NC(=O)CC(C(C(=O)C(C1O)C)(C)C)O)C(=CC3=CSC(=N3)C)C)C. Cell line: HS 578T. Synergy scores: CSS=49.5, Synergy_ZIP=1.08, Synergy_Bliss=-1.38, Synergy_Loewe=-28.7, Synergy_HSA=-1.36. (6) Drug 1: CC1CCC2CC(C(=CC=CC=CC(CC(C(=O)C(C(C(=CC(C(=O)CC(OC(=O)C3CCCCN3C(=O)C(=O)C1(O2)O)C(C)CC4CCC(C(C4)OC)O)C)C)O)OC)C)C)C)OC. Drug 2: C1CN(CCN1C(=O)CCBr)C(=O)CCBr. Cell line: NCIH23. Synergy scores: CSS=37.1, Synergy_ZIP=-2.31, Synergy_Bliss=5.57, Synergy_Loewe=-0.251, Synergy_HSA=4.13.